The task is: Predict the product of the given reaction.. This data is from Forward reaction prediction with 1.9M reactions from USPTO patents (1976-2016). (1) Given the reactants C(OC(=O)[NH:7][C@H:8]1[CH2:13][CH2:12][C@H:11]([O:14][C:15]2[C:16](Cl)=[C:17]3[C:22](=[CH:23][CH:24]=2)[CH:21]=[N:20][CH:19]=[CH:18]3)[CH2:10][CH2:9]1)(C)(C)C.[ClH:27], predict the reaction product. The product is: [Cl:27][C:24]1[CH:23]=[C:22]2[C:17]([CH:18]=[CH:19][N:20]=[CH:21]2)=[CH:16][C:15]=1[O:14][C@H:11]1[CH2:12][CH2:13][C@H:8]([NH2:7])[CH2:9][CH2:10]1. (2) Given the reactants [NH:1]1[CH2:6][CH2:5][CH2:4][CH:3]([CH2:7][OH:8])[CH2:2]1.C(N(CC)CC)C.[C:16](O[C:16]([O:18][C:19]([CH3:22])([CH3:21])[CH3:20])=[O:17])([O:18][C:19]([CH3:22])([CH3:21])[CH3:20])=[O:17], predict the reaction product. The product is: [C:19]([O:18][C:16]([N:1]1[CH2:6][CH2:5][CH2:4][CH:3]([CH2:7][OH:8])[CH2:2]1)=[O:17])([CH3:22])([CH3:21])[CH3:20]. (3) Given the reactants BrC1C=CC=CC=1CC[O:10][CH2:11][O:12][CH3:13].[H-].[Na+].BrC1C=CC=CC=1C[CH2:24][OH:25].C[O:27][CH2:28]Cl.C1C[O:33]CC1, predict the reaction product. The product is: [CH3:13][O:12][CH2:11][O:10][O:33][O:27][CH2:28][O:25][CH3:24]. (4) Given the reactants [Cl:1][C:2]1[CH:3]=[CH:4][C:5]([O:24][CH3:25])=[C:6]([C:8]2[C:12]([N+:13]([O-])=O)=[CH:11][N:10]([CH2:16][O:17][CH2:18][CH2:19][Si:20]([CH3:23])([CH3:22])[CH3:21])[N:9]=2)[CH:7]=1.O.[Cl-].[NH4+], predict the reaction product. The product is: [Cl:1][C:2]1[CH:3]=[CH:4][C:5]([O:24][CH3:25])=[C:6]([C:8]2[C:12]([NH2:13])=[CH:11][N:10]([CH2:16][O:17][CH2:18][CH2:19][Si:20]([CH3:22])([CH3:21])[CH3:23])[N:9]=2)[CH:7]=1. (5) Given the reactants [NH2:1][CH2:2][C:3]1[O:7][C:6]([C:8]2[CH:9]=[C:10]([CH2:16][CH3:17])[C:11](=[O:15])[NH:12][C:13]=2[CH3:14])=[CH:5][CH:4]=1.[N:18]1[CH:23]=[CH:22][CH:21]=[CH:20][C:19]=1[C:24](Cl)=[O:25], predict the reaction product. The product is: [CH2:16]([C:10]1[C:11](=[O:15])[NH:12][C:13]([CH3:14])=[C:8]([C:6]2[O:7][C:3]([CH2:2][NH:1][C:24]([C:19]3[CH:20]=[CH:21][CH:22]=[CH:23][N:18]=3)=[O:25])=[CH:4][CH:5]=2)[CH:9]=1)[CH3:17].